From a dataset of Reaction yield outcomes from USPTO patents with 853,638 reactions. Predict the reaction yield, written as a fraction of the theoretical maximum amount of product (1.0 means a 100% yield; for example, 0.34 means a 34% yield). (1) The reactants are Cl[C:2]1[C:3](=[O:16])[NH:4][C:5]2[C:10]([N:11]=1)=[CH:9][C:8]([C:12]([O:14][CH3:15])=[O:13])=[CH:7][CH:6]=2.CCN(C(C)C)C(C)C.[CH3:26][NH:27][C@H:28]([C:30]1[CH:35]=[CH:34][CH:33]=[CH:32][CH:31]=1)[CH3:29]. The catalyst is CS(C)=O. The product is [CH3:26][N:27]([C@H:28]([C:30]1[CH:35]=[CH:34][CH:33]=[CH:32][CH:31]=1)[CH3:29])[C:2]1[C:3](=[O:16])[NH:4][C:5]2[C:10]([N:11]=1)=[CH:9][C:8]([C:12]([O:14][CH3:15])=[O:13])=[CH:7][CH:6]=2. The yield is 0.760. (2) The reactants are [Cl:1][C:2]1[CH:3]=[C:4]([N:24]2[CH:28]=[CH:27][C:26]([C:29](OC)=[O:30])=[N:25]2)[CH:5]=[CH:6][C:7]=1[C:8]([N:10]1[C:16]2[CH:17]=[CH:18][CH:19]=[CH:20][C:15]=2[CH2:14][N:13]2[CH:21]=[CH:22][CH:23]=[C:12]2[CH2:11]1)=[O:9].[BH4-].[Li+]. The catalyst is O1CCCC1. The product is [Cl:1][C:2]1[CH:3]=[C:4]([N:24]2[CH:28]=[CH:27][C:26]([CH2:29][OH:30])=[N:25]2)[CH:5]=[CH:6][C:7]=1[C:8]([N:10]1[C:16]2[CH:17]=[CH:18][CH:19]=[CH:20][C:15]=2[CH2:14][N:13]2[CH:21]=[CH:22][CH:23]=[C:12]2[CH2:11]1)=[O:9]. The yield is 0.370. (3) The reactants are Cl[C:2]1[CH:13]=[CH:12][C:5]([C:6]([NH:8][CH2:9][CH2:10][OH:11])=O)=[CH:4][C:3]=1[N+:14]([O-:16])=[O:15].S(Cl)(Cl)=O.C1COCC1.[CH2:26]([NH2:28])[CH3:27]. The catalyst is C(Cl)Cl.C(Cl)(Cl)Cl. The product is [O:11]1[CH2:10][CH2:9][N:8]=[C:6]1[C:5]1[CH:12]=[CH:13][C:2]([CH2:27][CH2:26][NH2:28])=[C:3]([N+:14]([O-:16])=[O:15])[CH:4]=1. The yield is 0.450. (4) The reactants are [CH2:1]([O:3][C:4]([N:6]1[CH2:11][CH2:10][N:9]([C:12]([CH:14]([NH:20][C:21]([C:23]2[CH:32]=[C:31]([O:33][CH3:34])[C:30]3[C:25](=[CH:26][CH:27]=[CH:28][CH:29]=3)[N:24]=2)=[O:22])[CH2:15][CH2:16][C:17](O)=[O:18])=[O:13])[CH2:8][CH2:7]1)=[O:5])[CH3:2].Cl.[C:36]([O:40][C:41](=[O:44])[CH2:42][NH2:43])([CH3:39])([CH3:38])[CH3:37].CN(C)CCCN=C=NCC.ON1C2C=CC=CC=2N=N1.C(N(C(C)C)CC)(C)C. The catalyst is O1CCCC1. The product is [CH2:1]([O:3][C:4]([N:6]1[CH2:7][CH2:8][N:9]([C:12]([CH:14]([NH:20][C:21]([C:23]2[CH:32]=[C:31]([O:33][CH3:34])[C:30]3[C:25](=[CH:26][CH:27]=[CH:28][CH:29]=3)[N:24]=2)=[O:22])[CH2:15][CH2:16][C:17]([NH:43][CH2:42][C:41]([O:40][C:36]([CH3:39])([CH3:38])[CH3:37])=[O:44])=[O:18])=[O:13])[CH2:10][CH2:11]1)=[O:5])[CH3:2]. The yield is 0.350.